This data is from Reaction yield outcomes from USPTO patents with 853,638 reactions. The task is: Predict the reaction yield, written as a fraction of the theoretical maximum amount of product (1.0 means a 100% yield; for example, 0.34 means a 34% yield). (1) The reactants are [Cl:1][C:2]1[CH:3]=[C:4]([CH:21]=[CH:22][C:23]=1[NH:24][C:25]([NH:27][CH3:28])=[O:26])[O:5][C:6]1[C:15]2[C:10](=[CH:11][C:12]([O:19][CH3:20])=[C:13]([C:16]([OH:18])=O)[CH:14]=2)[N:9]=[CH:8][CH:7]=1.CN.CO.[CH2:33]([N:35](CC)CC)C.F[P-](F)(F)(F)(F)F.CN([PH+](N(C)C)N(C)C)C. The catalyst is CN(C)C=O.O.C(OCC)(=O)C. The product is [CH3:33][NH:35][C:16]([C:13]1[CH:14]=[C:15]2[C:10](=[CH:11][C:12]=1[O:19][CH3:20])[N:9]=[CH:8][CH:7]=[C:6]2[O:5][C:4]1[CH:21]=[CH:22][C:23]([NH:24][C:25]([NH:27][CH3:28])=[O:26])=[C:2]([Cl:1])[CH:3]=1)=[O:18]. The yield is 0.820. (2) The reactants are Cl.[NH2:2][CH2:3][CH2:4][C:5]1[N:9]([C@@H:10]2[CH2:19][C:18]3[C:13](=[C:14]([F:21])[CH:15]=[C:16]([F:20])[CH:17]=3)[O:12][CH2:11]2)[C:8](=[S:22])[NH:7][CH:6]=1.[CH3:23][CH:24](O)[CH3:25]. The catalyst is O1CCCC1. The product is [CH2:23]([NH:2][CH2:3][CH2:4][C:5]1[N:9]([C@@H:10]2[CH2:19][C:18]3[C:13](=[C:14]([F:21])[CH:15]=[C:16]([F:20])[CH:17]=3)[O:12][CH2:11]2)[C:8](=[S:22])[NH:7][CH:6]=1)[C:24]1[CH:25]=[CH:6][CH:5]=[CH:4][CH:3]=1. The yield is 0.850. (3) The reactants are [CH3:1][O:2][C:3](=[O:36])[C@H:4]([CH2:34][OH:35])[N:5]([O:16][Si:17]([C:30]([CH3:33])([CH3:32])[CH3:31])([C:24]1[CH:29]=[CH:28][CH:27]=[CH:26][CH:25]=1)[C:18]1[CH:23]=[CH:22][CH:21]=[CH:20][CH:19]=1)C(OCC1C=CC=CC=1)=O. The catalyst is CO.[Pd]. The product is [CH3:1][O:2][C:3](=[O:36])[C@H:4]([CH2:34][OH:35])[NH:5][O:16][Si:17]([C:30]([CH3:33])([CH3:31])[CH3:32])([C:18]1[CH:23]=[CH:22][CH:21]=[CH:20][CH:19]=1)[C:24]1[CH:29]=[CH:28][CH:27]=[CH:26][CH:25]=1. The yield is 0.850. (4) The reactants are [F:1][C:2]1[C:3]([F:18])=[C:4]([F:17])[C:5]([F:16])=[C:6]2[C:11]=1[C:10]([F:12])=[C:9](F)[C:8]([F:14])=[C:7]2[F:15].[OH-].[K+].C([OH:25])(C)(C)C. The catalyst is O. The product is [F:1][C:2]1[C:3]([F:18])=[C:4]([F:17])[C:5]([F:16])=[C:6]2[C:11]=1[C:10]([F:12])=[C:9]([OH:25])[C:8]([F:14])=[C:7]2[F:15]. The yield is 0.720. (5) The reactants are [N:1]1[C:10]2[C:5](=[CH:6][CH:7]=[CH:8][CH:9]=2)[CH:4]=[CH:3][C:2]=1[NH:11][C@H:12]1[CH2:17][CH2:16][C@@H:15]([NH2:18])[CH2:14][CH2:13]1.CCN(CC)CC.[F:26][C:27]1[CH:35]=[CH:34][C:30]([C:31]([Cl:33])=[O:32])=[CH:29][C:28]=1[CH3:36]. The catalyst is C(Cl)(Cl)Cl. The product is [ClH:33].[F:26][C:27]1[CH:35]=[CH:34][C:30]([C:31]([NH:18][C@H:15]2[CH2:14][CH2:13][C@@H:12]([NH:11][C:2]3[CH:3]=[CH:4][C:5]4[C:10](=[CH:9][CH:8]=[CH:7][CH:6]=4)[N:1]=3)[CH2:17][CH2:16]2)=[O:32])=[CH:29][C:28]=1[CH3:36]. The yield is 0.850. (6) The reactants are Br[C:2]1[CH:3]=[CH:4][C:5]([CH3:23])=[C:6]([CH:22]=1)[C:7]([NH:9][C:10]1[C:11]([CH3:21])=[C:12]([CH:17]=[CH:18][C:19]=1[CH3:20])[C:13]([O:15][CH3:16])=[O:14])=[O:8].[C:24]([Si:28]([CH3:37])([CH3:36])[O:29][CH:30]1[CH2:35][CH2:34][CH2:33][NH:32][CH2:31]1)([CH3:27])([CH3:26])[CH3:25].C([O-])([O-])=O.[Cs+].[Cs+].COC1C=CC=C(OC)C=1C1C=CC=CC=1P(C1CCCCC1)C1CCCCC1. The catalyst is O1CCOCC1.C1C=CC(/C=C/C(/C=C/C2C=CC=CC=2)=O)=CC=1.C1C=CC(/C=C/C(/C=C/C2C=CC=CC=2)=O)=CC=1.C1C=CC(/C=C/C(/C=C/C2C=CC=CC=2)=O)=CC=1.[Pd].[Pd]. The product is [Si:28]([O:29][CH:30]1[CH2:35][CH2:34][CH2:33][N:32]([C:2]2[CH:3]=[CH:4][C:5]([CH3:23])=[C:6]([CH:22]=2)[C:7]([NH:9][C:10]2[C:11]([CH3:21])=[C:12]([CH:17]=[CH:18][C:19]=2[CH3:20])[C:13]([O:15][CH3:16])=[O:14])=[O:8])[CH2:31]1)([C:24]([CH3:27])([CH3:26])[CH3:25])([CH3:37])[CH3:36]. The yield is 0.600. (7) The yield is 0.710. The catalyst is CN(C=O)C. The product is [N:30]([CH2:11][CH2:12][C:13]1[O:14][C:15]2[CH:21]=[CH:20][C:19]([C:22]3[CH:27]=[CH:26][C:25]([C:28]#[N:29])=[CH:24][CH:23]=3)=[CH:18][C:16]=2[CH:17]=1)=[N+:31]=[N-:32]. The reactants are CS(O)(=O)=O.CS(O[CH2:11][CH2:12][C:13]1[O:14][C:15]2[CH:21]=[CH:20][C:19]([C:22]3[CH:27]=[CH:26][C:25]([C:28]#[N:29])=[CH:24][CH:23]=3)=[CH:18][C:16]=2[CH:17]=1)(=O)=O.[N-:30]=[N+:31]=[N-:32].[Na+].ClCCl.